From a dataset of Forward reaction prediction with 1.9M reactions from USPTO patents (1976-2016). Predict the product of the given reaction. (1) Given the reactants [O:1]=[C:2]([NH:8][C:9]1[CH:10]=[C:11]([CH3:15])[CH:12]=[CH:13][CH:14]=1)/[CH:3]=[CH:4]\[C:5]([OH:7])=O.CCN(CC)CC.ClC(OC)=O.[NH:28]1[CH2:33][CH2:32][O:31][CH2:30][CH2:29]1, predict the reaction product. The product is: [O:31]1[CH2:32][CH2:33][N:28]([C:5](=[O:7])/[CH:4]=[CH:3]\[C:2]([NH:8][C:9]2[CH:10]=[C:11]([CH3:15])[CH:12]=[CH:13][CH:14]=2)=[O:1])[CH2:29][CH2:30]1. (2) The product is: [Cl:25][C:26]1[CH:33]=[CH:32][C:29](/[CH:30]=[C:19]2\[N:18]=[C:16]([C:15]3[CH:14]=[CH:13][C:12]([O:11][CH2:10][CH2:9][C:6]4[CH:5]=[CH:4][C:3]([O:2][CH3:1])=[CH:8][CH:7]=4)=[CH:24][CH:23]=3)[O:22][C:20]\2=[O:21])=[CH:28][CH:27]=1. Given the reactants [CH3:1][O:2][C:3]1[CH:8]=[CH:7][C:6]([CH2:9][CH2:10][O:11][C:12]2[CH:24]=[CH:23][C:15]([C:16]([NH:18][CH2:19][C:20]([OH:22])=[O:21])=O)=[CH:14][CH:13]=2)=[CH:5][CH:4]=1.[Cl:25][C:26]1[CH:33]=[CH:32][C:29]([CH:30]=O)=[CH:28][CH:27]=1.C([O-])(=O)C.[Na+].C(OC(=O)C)(=O)C, predict the reaction product.